Dataset: Forward reaction prediction with 1.9M reactions from USPTO patents (1976-2016). Task: Predict the product of the given reaction. Given the reactants [C:1]([O:5][C:6]([N:8]1[CH2:13][CH2:12][CH:11]([O:14][C:15]2[CH:20]=[CH:19][CH:18]=[C:17]([NH2:21])[CH:16]=2)[CH2:10][CH:9]1[CH3:22])=[O:7])([CH3:4])([CH3:3])[CH3:2].C(N(CC)CC)C.[Cl:30][C:31]1[CH:39]=[C:38]([F:40])[CH:37]=[CH:36][C:32]=1[C:33](Cl)=[O:34], predict the reaction product. The product is: [C:1]([O:5][C:6]([N:8]1[CH2:13][CH2:12][CH:11]([O:14][C:15]2[CH:20]=[CH:19][CH:18]=[C:17]([NH:21][C:33](=[O:34])[C:32]3[CH:36]=[CH:37][C:38]([F:40])=[CH:39][C:31]=3[Cl:30])[CH:16]=2)[CH2:10][CH:9]1[CH3:22])=[O:7])([CH3:4])([CH3:2])[CH3:3].